The task is: Regression. Given two drug SMILES strings and cell line genomic features, predict the synergy score measuring deviation from expected non-interaction effect.. This data is from NCI-60 drug combinations with 297,098 pairs across 59 cell lines. (1) Drug 1: CC12CCC(CC1=CCC3C2CCC4(C3CC=C4C5=CN=CC=C5)C)O. Drug 2: CCC1(C2=C(COC1=O)C(=O)N3CC4=CC5=C(C=CC(=C5CN(C)C)O)N=C4C3=C2)O.Cl. Cell line: EKVX. Synergy scores: CSS=-1.30, Synergy_ZIP=-0.483, Synergy_Bliss=-2.43, Synergy_Loewe=-3.30, Synergy_HSA=-3.87. (2) Drug 1: CC1=C(C(CCC1)(C)C)C=CC(=CC=CC(=CC(=O)O)C)C. Drug 2: CS(=O)(=O)OCCCCOS(=O)(=O)C. Cell line: UO-31. Synergy scores: CSS=-2.45, Synergy_ZIP=1.77, Synergy_Bliss=0.933, Synergy_Loewe=-3.76, Synergy_HSA=-3.73. (3) Drug 1: C1=CN(C(=O)N=C1N)C2C(C(C(O2)CO)O)O.Cl. Drug 2: CC1=C(C(=O)C2=C(C1=O)N3CC4C(C3(C2COC(=O)N)OC)N4)N. Cell line: NCI-H522. Synergy scores: CSS=46.0, Synergy_ZIP=-11.2, Synergy_Bliss=-7.84, Synergy_Loewe=1.08, Synergy_HSA=2.60. (4) Drug 1: C1=C(C(=O)NC(=O)N1)F. Drug 2: C#CCC(CC1=CN=C2C(=N1)C(=NC(=N2)N)N)C3=CC=C(C=C3)C(=O)NC(CCC(=O)O)C(=O)O. Cell line: SF-268. Synergy scores: CSS=26.5, Synergy_ZIP=-2.00, Synergy_Bliss=2.95, Synergy_Loewe=3.39, Synergy_HSA=3.30.